From a dataset of Full USPTO retrosynthesis dataset with 1.9M reactions from patents (1976-2016). Predict the reactants needed to synthesize the given product. (1) Given the product [ClH:1].[NH2:15][CH2:14][C:10]1[CH:9]=[C:8]([CH:13]=[CH:12][CH:11]=1)[O:7][CH2:6][CH2:5][C:4]([O:3][CH3:2])=[O:16], predict the reactants needed to synthesize it. The reactants are: [ClH:1].[CH3:2][O:3][C:4](=[O:16])[CH2:5][CH2:6][O:7][C:8]1[CH:13]=[CH:12][CH:11]=[C:10]([C:14]#[N:15])[CH:9]=1.Cl. (2) Given the product [CH2:33]([S:7]([C:9]1[CH:14]=[CH:13][CH:12]=[C:11]([CH2:15][O:16][C:17]2[CH:26]=[C:25]3[C:20]([C:21]([NH:27][CH:28]([CH3:29])[CH3:30])=[N:22][CH:23]=[N:24]3)=[CH:19][C:18]=2[O:31][CH3:32])[CH:10]=1)(=[NH:6])=[O:8])[CH3:34], predict the reactants needed to synthesize it. The reactants are: C(OC([N:6]=[S:7]([CH2:33][CH3:34])([C:9]1[CH:14]=[CH:13][CH:12]=[C:11]([CH2:15][O:16][C:17]2[CH:26]=[C:25]3[C:20]([C:21]([NH:27][CH:28]([CH3:30])[CH3:29])=[N:22][CH:23]=[N:24]3)=[CH:19][C:18]=2[O:31][CH3:32])[CH:10]=1)=[O:8])=O)C.CCCCCC.C(OCC)(=O)C.CO. (3) Given the product [Cl:1][CH2:2][C:3]([N:25]([CH2:24][CH2:23][O:22][C:19]1[CH:20]=[CH:21][C:16]([C:13]2[N:12]=[C:11]([C:31]#[N:32])[C:10]3[N:9]=[CH:8][N:7]([CH3:6])[C:15]=3[CH:14]=2)=[CH:17][C:18]=1[C:27]([F:29])([F:30])[F:28])[CH3:26])=[O:4], predict the reactants needed to synthesize it. The reactants are: [Cl:1][CH2:2][C:3](Cl)=[O:4].[CH3:6][N:7]1[C:15]2[CH:14]=[C:13]([C:16]3[CH:21]=[CH:20][C:19]([O:22][CH2:23][CH2:24][NH:25][CH3:26])=[C:18]([C:27]([F:30])([F:29])[F:28])[CH:17]=3)[N:12]=[C:11]([C:31]#[N:32])[C:10]=2[N:9]=[CH:8]1.C(N(C(C)C)C(C)C)C.